From a dataset of Drug-target binding data from BindingDB using IC50 measurements. Regression. Given a target protein amino acid sequence and a drug SMILES string, predict the binding affinity score between them. We predict pIC50 (pIC50 = -log10(IC50 in M); higher means more potent). Dataset: bindingdb_ic50. (1) The small molecule is Nc1c(C(=O)Nc2ccc(F)cc2Cl)sc2nc(-c3ccc(F)cc3)ccc12. The target protein (P0A752) has sequence MKSLQALFGGTFDPVHYGHLKPVETLANLIGLTRVTIIPNNVPPHRPQPEANSVQRKHMLELAIADKPLFTLDERELKRNAPSYTAQTLKEWRQEQGPDVPLAFIIGQDSLLTFPTWYEYETILDNAHLIVCRRPGYPLEMAQPQYQQWLEDHLTHNPEDLHLQPAGKIYLAETPWFNISATIIRERLQNGESCEDLLPEPVLTYINQQGLYR. The pIC50 is 3.7. (2) The compound is C[C@]1(Cn2ccnn2)[C@H](C(=O)O)N2C(=O)C[C@H]2S1(=O)=O. The target protein sequence is MVKKSLRQFTLMATATVTLLLGSVPLYAQTVDVQQKLAELEQQSGGRLGVALINTADNSQILYRADERFAMCSTSKVMAVAAVLKKSESEPNLLNQRVEIKKSDLVNYNPIAEKHVNGTMSLAELSAAALQYSDNVAMNKLIAHVGGPASVTAFARQLGDETFRLDRTEPTLNTAIPGDPRDTTSPRAMAQTLRNLTLGKALGDSQRAQLVTWMKGNTTGAASIQAGLPASWVVGDKTGSGGYGTTNDIAVIWPKDRAPLILVIYFTQPQPKAESRRDVLASAAKIVTDGL. The pIC50 is 8.6. (3) The small molecule is CC(=O)NC1(C(=O)N[C@@H](CCCNC(=N)N)C(=O)N[C@H](C(N)=O)C(C)C)CCCCC1. The target protein sequence is TQSKPTPVKPNYALKFTLAGHTKAVSSVKFSPNGEWLASSSADKLIKIWGAYDGKFEKTISGHKLGISDVAWSSDSNLLVSASDDKTLKIWDVSSGKCLKTLKGHSNYVFCCNFNPQSNLIVSGSFDESVRIWDVKTGKCLKTLPAHSDPVSAVHFNRDGSLIVSSSYDGLCRIWDTASGQCLKTLIDDDNPPVSFVKFSPNGKYILAATLDNTLKLWDYSKGKCLKTYTGHKNEKYCIFANFSVTGGKWIVSGSEDNLVYIWNLQTKEIVQKLQGHTDVVISTACHPTENIIASAALENDKTIKLWKSDC. The pIC50 is 6.0. (4) The drug is O=C(Nc1ccc(C(F)(F)F)cn1)c1cc(Cl)ccc1O. The target protein (Q9NRS4) has sequence MLQDPDSDQPLNSLDVKPLRKPRIPMETFRKVGIPIIIALLSLASIIIVVVLIKVILDKYYFLCGQPLHFIPRKQLCDGELDCPLGEDEEHCVKSFPEGPAVAVRLSKDRSTLQVLDSATGNWFSACFDNFTEALAETACRQMGYSSKPTFRAVEIGPDQDLDVVEITENSQELRMRNSSGPCLSGSLVSLHCLACGKSLKTPRVVGVEEASVDSWPWQVSIQYDKQHVCGGSILDPHWVLTAAHCFRKHTDVFNWKVRAGSDKLGSFPSLAVAKIIIIEFNPMYPKDNDIALMKLQFPLTFSGTVRPICLPFFDEELTPATPLWIIGWGFTKQNGGKMSDILLQASVQVIDSTRCNADDAYQGEVTEKMMCAGIPEGGVDTCQGDSGGPLMYQSDQWHVVGIVSWGYGCGGPSTPGVYTKVSAYLNWIYNVWKAEL. The pIC50 is 4.0. (5) The pIC50 is 6.2. The target protein (P25098) has sequence MADLEAVLADVSYLMAMEKSKATPAARASKKILLPEPSIRSVMQKYLEDRGEVTFEKIFSQKLGYLLFRDFCLNHLEEARPLVEFYEEIKKYEKLETEEERVARSREIFDSYIMKELLACSHPFSKSATEHVQGHLGKKQVPPDLFQPYIEEICQNLRGDVFQKFIESDKFTRFCQWKNVELNIHLTMNDFSVHRIIGRGGFGEVYGCRKADTGKMYAMKCLDKKRIKMKQGETLALNERIMLSLVSTGDCPFIVCMSYAFHTPDKLSFILDLMNGGDLHYHLSQHGVFSEADMRFYAAEIILGLEHMHNRFVVYRDLKPANILLDEHGHVRISDLGLACDFSKKKPHASVGTHGYMAPEVLQKGVAYDSSADWFSLGCMLFKLLRGHSPFRQHKTKDKHEIDRMTLTMAVELPDSFSPELRSLLEGLLQRDVNRRLGCLGRGAQEVKESPFFRSLDWQMVFLQKYPPPLIPPRGEVNAADAFDIGSFDEEDTKGIKLLD.... The small molecule is NC(=O)OCc1cnccc1-c1n[nH]c(CNc2cccc(C(=O)NCc3ccccc3)c2)n1. (6) The small molecule is CCCCCCCC(=O)O[C@@H]1C(=O)C(C)=C2[C@@H]3OC(=O)[C@@](C)(O)[C@@]3(O)[C@@H](OC(=O)CCC(=O)Nc3ccc(C)c(N)c3)C[C@](C)(OC(C)=O)[C@H]21. The target protein (O14983) has sequence MEAAHAKTTEECLAYFGVSETTGLTPDQVKRNLEKYGLNELPAEEGKTLWELVIEQFEDLLVRILLLAACISFVLAWFEEGEETITAFVEPFVILLILIANAIVGVWQERNAENAIEALKEYEPEMGKVYRADRKSVQRIKARDIVPGDIVEVAVGDKVPADIRILAIKSTTLRVDQSILTGESVSVIKHTEPVPDPRAVNQDKKNMLFSGTNIAAGKALGIVATTGVGTEIGKIRDQMAATEQDKTPLQQKLDEFGEQLSKVISLICVAVWLINIGHFNDPVHGGSWFRGAIYYFKIAVALAVAAIPEGLPAVITTCLALGTRRMAKKNAIVRSLPSVETLGCTSVICSDKTGTLTTNQMSVCKMFIIDKVDGDICLLNEFSITGSTYAPEGEVLKNDKPVRPGQYDGLVELATICALCNDSSLDFNEAKGVYEKVGEATETALTTLVEKMNVFNTDVRSLSKVERANACNSVIRQLMKKEFTLEFSRDRKSMSVYCSP.... The pIC50 is 5.0. (7) The drug is N[C@H](CNc1cncc(/C=C/c2ccncc2)c1)Cc1c[nH]c2ccccc12. The target protein sequence is AKPKHRVTMNEFEYLKLLGKGTFGKVILVKEKATGRYYAMKILKKEVIVAKDEVAHTLTENRVLQNSRHPFLTALKYSFQTHDRLCFVMEYANGGELFFHLSRERVFSEDRARFYGAEIVSALDYLHSEKNVVYRDLKLENLMLDKDGHIKITDFGLCKEGIKDGATMKTFCGTPEYLAPEVLEDNDYGRAVDWWGLGVVMYEMMCGRLPFYNQDHEKLFELILMEEIRFPRTLGPEAKALLAGLLKKDPKQRLGGGSEDAKEIMQHRFFAGIVWQHVYEKKLSPPFKPQVTSETDTRYFDEEFTAQMITIDPPDQDDSMECVDSERRPHFPQFDYSASGTA. The pIC50 is 8.0.